From a dataset of Forward reaction prediction with 1.9M reactions from USPTO patents (1976-2016). Predict the product of the given reaction. (1) Given the reactants [Cl:1][C:2]1[CH:21]=[CH:20][C:5]([CH2:6][C:7]2[CH:8]=[N:9][C:10]3[N:11]([N:14]=[CH:15][C:16]=3[C:17](O)=[O:18])[C:12]=2[CH3:13])=[CH:4][C:3]=1[O:22][C:23]([F:26])([F:25])[F:24].[NH2:27][CH2:28][CH2:29][NH:30][C:31](=[O:33])[CH3:32].CN(C(ON1N=NC2C=CC=CC1=2)=[N+](C)C)C.[B-](F)(F)(F)F.C(N(CC)C(C)C)(C)C, predict the reaction product. The product is: [C:31]([NH:30][CH2:29][CH2:28][NH:27][C:17]([C:16]1[CH:15]=[N:14][N:11]2[C:12]([CH3:13])=[C:7]([CH2:6][C:5]3[CH:20]=[CH:21][C:2]([Cl:1])=[C:3]([O:22][C:23]([F:26])([F:25])[F:24])[CH:4]=3)[CH:8]=[N:9][C:10]=12)=[O:18])(=[O:33])[CH3:32]. (2) The product is: [CH3:15][C:12]1[CH:13]=[CH:14][C:6]([CH2:5][OH:7])=[N:10][CH:11]=1. Given the reactants C(O[C:5](=[O:7])[CH3:6])(=O)C.CC1[CH:14]=[CH:13][C:12]([CH3:15])=[CH:11][N+:10]=1[O-].[OH-].[Na+].C(Cl)Cl, predict the reaction product. (3) Given the reactants [Cl:1][C:2]1[N:11]=[CH:10][C:9]2[CH2:8][CH2:7][CH2:6][C:5](=NO)[C:4]=2[N:3]=1.[OH2:14], predict the reaction product. The product is: [Cl:1][C:2]1[N:11]=[CH:10][C:9]2[CH2:8][CH2:7][CH2:6][C:5](=[O:14])[C:4]=2[N:3]=1. (4) Given the reactants [Cl:1][C:2]1[CH:3]=[CH:4][C:5]([O:15][CH2:16][C:17]2[CH:22]=[CH:21][CH:20]=[CH:19][CH:18]=2)=[C:6]([C:8](=O)[CH2:9][CH2:10][C:11](=O)[CH3:12])[CH:7]=1.[CH3:23][O:24][C:25](=[O:39])[C:26]1[CH:31]=[C:30]([N:32]2[CH2:36][CH2:35][CH2:34][C:33]2=[O:37])[CH:29]=[C:28]([NH2:38])[CH:27]=1.CC1C=CC(S(O)(=O)=O)=CC=1, predict the reaction product. The product is: [CH3:23][O:24][C:25](=[O:39])[C:26]1[CH:31]=[C:30]([N:32]2[CH2:36][CH2:35][CH2:34][C:33]2=[O:37])[CH:29]=[C:28]([N:38]2[C:11]([CH3:12])=[CH:10][CH:9]=[C:8]2[C:6]2[CH:7]=[C:2]([Cl:1])[CH:3]=[CH:4][C:5]=2[O:15][CH2:16][C:17]2[CH:22]=[CH:21][CH:20]=[CH:19][CH:18]=2)[CH:27]=1. (5) Given the reactants [C:1]([O:5][C:6]([N:8]1[CH2:13][CH:12]=[C:11]([C:14]2[N:19]=[C:18]([NH:20][C:21]3[N:26]=[CH:25][C:24]4[N:27]=[CH:28][N:29]([CH:30]([CH3:32])[CH3:31])[C:23]=4[CH:22]=3)[CH:17]=[CH:16][N:15]=2)[CH2:10][CH2:9]1)=[O:7])([CH3:4])([CH3:3])[CH3:2], predict the reaction product. The product is: [C:1]([O:5][C:6]([N:8]1[CH2:9][CH2:10][CH:11]([C:14]2[N:19]=[C:18]([NH:20][C:21]3[N:26]=[CH:25][C:24]4[N:27]=[CH:28][N:29]([CH:30]([CH3:32])[CH3:31])[C:23]=4[CH:22]=3)[CH:17]=[CH:16][N:15]=2)[CH2:12][CH2:13]1)=[O:7])([CH3:4])([CH3:2])[CH3:3]. (6) Given the reactants [Cl:1][C:2]1[CH:18]=[CH:17][C:16]([C:19]([F:22])([F:21])[F:20])=[CH:15][C:3]=1[C:4]([NH:6][C@H:7]1[CH2:12][CH2:11][C@H:10]([CH:13]=O)[CH2:9][CH2:8]1)=[O:5].[CH3:23][C:24]1[S:28][C:27]([NH2:29])=[N:26][CH:25]=1.[C:30](O[BH-](OC(=O)C)OC(=O)C)(=O)C.[Na+].[OH-].[Na+], predict the reaction product. The product is: [Cl:1][C:2]1[CH:18]=[CH:17][C:16]([C:19]([F:22])([F:21])[F:20])=[CH:15][C:3]=1[C:4]([NH:6][C@H:7]1[CH2:12][CH2:11][C@H:10]([CH2:13][NH:29][C:27]2[S:28][C:24]([CH3:23])=[C:25]([CH3:30])[N:26]=2)[CH2:9][CH2:8]1)=[O:5].